The task is: Predict the product of the given reaction.. This data is from Forward reaction prediction with 1.9M reactions from USPTO patents (1976-2016). (1) Given the reactants [NH2:1][C:2]1[CH:3]=[C:4]2[C:13](=[CH:14][C:15]=1[O:16][CH2:17][C:18]1[CH:23]=[CH:22][CH:21]=[CH:20][CH:19]=1)[O:12][CH2:11][C:10]1[N:5]2[CH:6]([CH3:33])[C:7](=[O:32])[N:8](COCC[Si](C)(C)C)[N:9]=1.O=[C:35]1[CH2:38][N:37]([C:39]([O:41][C:42]([CH3:45])([CH3:44])[CH3:43])=[O:40])[CH2:36]1.C([BH3-])#N.[Na+], predict the reaction product. The product is: [C:42]([O:41][C:39]([N:37]1[CH2:38][CH:35]([NH:1][C:2]2[CH:3]=[C:4]3[C:13](=[CH:14][C:15]=2[O:16][CH2:17][C:18]2[CH:23]=[CH:22][CH:21]=[CH:20][CH:19]=2)[O:12][CH2:11][C:10]2[N:5]3[CH:6]([CH3:33])[C:7](=[O:32])[NH:8][N:9]=2)[CH2:36]1)=[O:40])([CH3:45])([CH3:43])[CH3:44]. (2) Given the reactants Cl[CH2:2][C:3]1[CH:7]=[C:6]([C:8]2[CH:13]=[CH:12][C:11]([C:14]([F:17])([F:16])[F:15])=[CH:10][CH:9]=2)[O:5][N:4]=1.C[O:19][C:20](=[O:33])[CH2:21][O:22][C:23]1[CH:31]=[CH:30][C:29]([SH:32])=[C:28]2[C:24]=1[CH2:25][CH2:26][CH2:27]2, predict the reaction product. The product is: [F:15][C:14]([F:17])([F:16])[C:11]1[CH:12]=[CH:13][C:8]([C:6]2[O:5][N:4]=[C:3]([CH2:2][S:32][C:29]3[CH:30]=[CH:31][C:23]([O:22][CH2:21][C:20]([OH:33])=[O:19])=[C:24]4[C:28]=3[CH2:27][CH2:26][CH2:25]4)[CH:7]=2)=[CH:9][CH:10]=1. (3) Given the reactants [F:1][C:2]1[CH:3]=[C:4]2[C:8](=[CH:9][CH:10]=1)[N:7]([CH2:11][C:12]1[C:21]3[C:16](=[CH:17][CH:18]=[CH:19][CH:20]=3)[CH:15]=[CH:14][CH:13]=1)[C:6]1[C:22](=[O:27])[O:23][C:24](=[O:26])[CH2:25][C:5]2=1.[OH:28][CH:29]1[CH2:34][CH2:33][NH:32][CH2:31][CH2:30]1, predict the reaction product. The product is: [F:1][C:2]1[CH:3]=[C:4]2[C:8](=[CH:9][CH:10]=1)[N:7]([CH2:11][C:12]1[C:21]3[C:16](=[CH:17][CH:18]=[CH:19][CH:20]=3)[CH:15]=[CH:14][CH:13]=1)[C:6]([C:22]([OH:23])=[O:27])=[C:5]2[CH2:25][C:24]([N:32]1[CH2:33][CH2:34][CH:29]([OH:28])[CH2:30][CH2:31]1)=[O:26]. (4) Given the reactants [Br:1][C:2]1[CH:3]=[C:4]2[C:9](=[CH:10][CH:11]=1)/[C:8](=[N:12]\[OH:13])/[CH2:7][CH2:6][CH2:5]2.[Li+].CC([N-]C(C)C)C.[F:22][C:23]([F:36])([F:35])[O:24][C:25]1[CH:34]=[CH:33][C:28]([C:29](OC)=O)=[CH:27][CH:26]=1, predict the reaction product. The product is: [Br:1][C:2]1[CH:3]=[C:4]2[C:9](=[CH:10][CH:11]=1)[C:8]1=[N:12][O:13][C:29]([C:28]3[CH:33]=[CH:34][C:25]([O:24][C:23]([F:22])([F:35])[F:36])=[CH:26][CH:27]=3)=[C:7]1[CH2:6][CH2:5]2. (5) Given the reactants C(O[CH:4]=[C:5]([S:11]([CH3:14])(=[O:13])=[O:12])[C:6]([O:8][CH2:9][CH3:10])=[O:7])C.[Cl:15][C:16]1[CH:21]=[CH:20][C:19]([NH2:22])=[CH:18][N:17]=1, predict the reaction product. The product is: [Cl:15][C:16]1[N:17]=[CH:18][C:19]([NH:22][CH:4]=[C:5]([S:11]([CH3:14])(=[O:12])=[O:13])[C:6]([O:8][CH2:9][CH3:10])=[O:7])=[CH:20][CH:21]=1. (6) Given the reactants [Cl:1][C:2]1[C:10]2[C:5](=[CH:6][CH:7]=[C:8]([C:11](OC)=[O:12])[CH:9]=2)[N:4]([C:15]([O:17][C:18]([CH3:21])([CH3:20])[CH3:19])=[O:16])[CH:3]=1, predict the reaction product. The product is: [Cl:1][C:2]1[C:10]2[C:5](=[CH:6][CH:7]=[C:8]([CH2:11][OH:12])[CH:9]=2)[N:4]([C:15]([O:17][C:18]([CH3:21])([CH3:20])[CH3:19])=[O:16])[CH:3]=1.